This data is from Peptide-MHC class II binding affinity with 134,281 pairs from IEDB. The task is: Regression. Given a peptide amino acid sequence and an MHC pseudo amino acid sequence, predict their binding affinity value. This is MHC class II binding data. (1) The peptide sequence is RGTHPFSRIRDGLQY. The MHC is DRB3_0101 with pseudo-sequence DRB3_0101. The binding affinity (normalized) is 0.169. (2) The peptide sequence is VTHIEIRNTRNLTYIDP. The MHC is DRB1_0301 with pseudo-sequence DRB1_0301. The binding affinity (normalized) is 0.0970. (3) The peptide sequence is IGSYVAFLSQTFAFI. The MHC is HLA-DQA10501-DQB10301 with pseudo-sequence HLA-DQA10501-DQB10301. The binding affinity (normalized) is 0.288. (4) The peptide sequence is AFKVAATAACAAPAN. The MHC is DRB1_0401 with pseudo-sequence DRB1_0401. The binding affinity (normalized) is 0.182.